From a dataset of Peptide-MHC class I binding affinity with 185,985 pairs from IEDB/IMGT. Regression. Given a peptide amino acid sequence and an MHC pseudo amino acid sequence, predict their binding affinity value. This is MHC class I binding data. (1) The peptide sequence is RPPEVDGNR. The MHC is HLA-A11:01 with pseudo-sequence HLA-A11:01. The binding affinity (normalized) is 0.0847. (2) The peptide sequence is SVTVSHPNI. The MHC is Patr-B0101 with pseudo-sequence Patr-B0101. The binding affinity (normalized) is 0.582. (3) The peptide sequence is KWFNNEKGF. The MHC is HLA-A24:03 with pseudo-sequence HLA-A24:03. The binding affinity (normalized) is 0.877. (4) The peptide sequence is MAIGIVSILL. The MHC is HLA-A68:02 with pseudo-sequence HLA-A68:02. The binding affinity (normalized) is 0.749. (5) The peptide sequence is IRLRPGGKK. The MHC is HLA-A02:06 with pseudo-sequence HLA-A02:06. The binding affinity (normalized) is 0. (6) The peptide sequence is RAEDTAVYY. The MHC is HLA-A68:01 with pseudo-sequence HLA-A68:01. The binding affinity (normalized) is 0.0841. (7) The peptide sequence is KLVDFRELNK. The MHC is HLA-B07:02 with pseudo-sequence HLA-B07:02. The binding affinity (normalized) is 0. (8) The peptide sequence is AIPYFYKGK. The MHC is HLA-A24:03 with pseudo-sequence HLA-A24:03. The binding affinity (normalized) is 0.125.